From a dataset of Catalyst prediction with 721,799 reactions and 888 catalyst types from USPTO. Predict which catalyst facilitates the given reaction. (1) Reactant: [CH2:1]([O:8][C:9]1[CH:14]=[CH:13][C:12](Br)=[C:11]([O:16][CH3:17])[CH:10]=1)[C:2]1[CH:7]=[CH:6][CH:5]=[CH:4][CH:3]=1.C([Li])CCC.[B:23](OCC)([O:27]CC)[O:24]CC. Product: [CH2:1]([O:8][C:9]1[CH:14]=[CH:13][C:12]([B:23]([OH:27])[OH:24])=[C:11]([O:16][CH3:17])[CH:10]=1)[C:2]1[CH:7]=[CH:6][CH:5]=[CH:4][CH:3]=1. The catalyst class is: 1. (2) Reactant: [CH2:1]([N:8]([CH2:12][Si](C)(C)C)[CH2:9]OC)[C:2]1[CH:7]=[CH:6][CH:5]=[CH:4][CH:3]=1.[F:17][CH:18]([F:24])/[CH:19]=[CH:20]/[N+:21]([O-:23])=[O:22]. Product: [CH2:1]([N:8]1[CH2:12][C@@H:20]([N+:21]([O-:23])=[O:22])[C@H:19]([CH:18]([F:24])[F:17])[CH2:9]1)[C:2]1[CH:7]=[CH:6][CH:5]=[CH:4][CH:3]=1. The catalyst class is: 157. (3) Reactant: [Cl:1][CH2:2][C:3]([CH2:5]Cl)=O.[NH2:7][C:8]1[CH:13]=[CH:12][CH:11]=[CH:10][N:9]=1. Product: [Cl:1][CH2:2][C:3]1[N:7]=[C:8]2[CH:13]=[CH:12][CH:11]=[CH:10][N:9]2[CH:5]=1. The catalyst class is: 57.